This data is from Full USPTO retrosynthesis dataset with 1.9M reactions from patents (1976-2016). The task is: Predict the reactants needed to synthesize the given product. (1) Given the product [CH3:1][C:2]1([CH3:35])[CH2:7][CH:6]([C:8]2[S:9][C:10]([C:13]3[CH:18]=[C:17]([NH:19][C:20]4[N:25]=[C:24]([C:26]([F:29])([F:28])[F:27])[CH:23]=[CH:22][N:21]=4)[CH:16]=[C:15]([CH3:30])[CH:14]=3)=[CH:11][N:12]=2)[CH2:5][CH2:4][CH:3]1[C:31]([OH:33])=[O:32], predict the reactants needed to synthesize it. The reactants are: [CH3:1][C:2]1([CH3:35])[CH2:7][CH:6]([C:8]2[S:9][C:10]([C:13]3[CH:18]=[C:17]([NH:19][C:20]4[N:25]=[C:24]([C:26]([F:29])([F:28])[F:27])[CH:23]=[CH:22][N:21]=4)[CH:16]=[C:15]([CH3:30])[CH:14]=3)=[CH:11][N:12]=2)[CH2:5][CH2:4][CH:3]1[C:31]([O:33]C)=[O:32].[OH-].[Na+].Cl. (2) Given the product [NH2:43][C:6]1[CH:5]=[C:13]([C@H:14]([NH:17][C:18]([N:20]2[C:26](=[O:27])[C@@H:25]([CH2:28][C:29]3[CH:34]=[C:33]([Cl:35])[CH:32]=[CH:31][C:30]=3[O:36][CH3:37])[CH2:24][N:23]3[C:40]([CH3:41])=[N:39][N:38]=[C:22]3[CH2:21]2)=[O:19])[CH2:15][CH3:16])[CH:12]=[CH:11][C:7]=1[C:8]([O:10][C:7]([CH3:11])([CH3:8])[CH3:6])=[O:9], predict the reactants needed to synthesize it. The reactants are: C([C:5]1[C:6]([NH2:43])=[C:7]([CH:11]=[CH:12][C:13]=1[C@H:14]([NH:17][C:18]([N:20]1[C:26](=[O:27])[C@@H:25]([CH2:28][C:29]2[CH:34]=[C:33]([Cl:35])[CH:32]=[CH:31][C:30]=2[O:36][CH3:37])[CH2:24][NH:23][C:22](=[N:38][NH:39][C:40](=O)[CH3:41])[CH2:21]1)=[O:19])[CH2:15][CH3:16])[C:8]([OH:10])=[O:9])(C)(C)C. (3) Given the product [OH:11][CH2:10][C:9]([NH:13][C:19](=[O:20])[O:18][C:15]([CH3:17])([CH3:16])[CH3:14])([CH3:12])[CH3:8], predict the reactants needed to synthesize it. The reactants are: CCN(CC)CC.[CH3:8][C:9]([NH2:13])([CH3:12])[CH2:10][OH:11].[CH3:14][C:15]([O:18][C:19](O[C:19]([O:18][C:15]([CH3:17])([CH3:16])[CH3:14])=[O:20])=[O:20])([CH3:17])[CH3:16]. (4) Given the product [CH3:13][N:14]([CH3:16])[N:15]=[C:5]([C:7]1[O:8][CH:9]=[CH:10][CH:11]=1)[CH2:4][CH2:3][CH:2]([CH3:12])[CH3:1], predict the reactants needed to synthesize it. The reactants are: [CH3:1][CH:2]([CH3:12])[CH2:3][CH2:4][C:5]([C:7]1[O:8][CH:9]=[CH:10][CH:11]=1)=O.[CH3:13][N:14]([CH3:16])[NH2:15]. (5) The reactants are: [CH2:1]([O:3][C:4](=[O:19])[C:5]1[CH:10]=[CH:9][C:8]([N:11]=[CH:12][C:13]2[CH:14]=[N:15][CH:16]=[CH:17][CH:18]=2)=[CH:7][CH:6]=1)[CH3:2].O.[O-]S(C(F)(F)F)(=O)=O.[Yb+3].[O-]S(C(F)(F)F)(=O)=O.[O-]S(C(F)(F)F)(=O)=O.[CH:46](=[O:50])[CH:47]([CH3:49])[CH3:48].O. Given the product [CH2:1]([O:3][C:4]([C:5]1[CH:10]=[C:9]2[C:8](=[CH:7][CH:6]=1)[NH:11][CH:12]([C:13]1[CH:14]=[N:15][CH:16]=[CH:17][CH:18]=1)[C:47]([CH3:49])([CH3:48])[CH:46]2[OH:50])=[O:19])[CH3:2], predict the reactants needed to synthesize it. (6) Given the product [ClH:12].[Cl:12][C:11]1[CH:7]=[C:3]([C:4]([NH2:6])=[O:5])[C:1](=[NH:2])[N:16]([CH2:17][C:18]2[CH:23]=[C:22]([Cl:24])[CH:21]=[CH:20][C:19]=2[NH:25][C:26](=[O:27])[NH:28][CH3:29])[CH:10]=1, predict the reactants needed to synthesize it. The reactants are: [C:1]([CH:3]([CH:7]1[C:11]([Cl:12])=[C:10](Cl)C(=O)O1)[C:4]([NH2:6])=[O:5])#[N:2].Cl.[NH2:16][CH2:17][C:18]1[CH:23]=[C:22]([Cl:24])[CH:21]=[CH:20][C:19]=1[NH:25][C:26]([NH:28][CH3:29])=[O:27].C(N(C(C)C)CC)(C)C.[OH-].[Na+]. (7) Given the product [CH3:1][C:2]1[N:6]([CH2:7][C:8]2[C:17]3[C:12](=[CH:13][CH:14]=[CH:15][CH:16]=3)[CH:11]=[CH:10][CH:9]=2)[C:5]2[CH:18]=[C:19]([N:25]3[CH2:30][CH2:29][O:28][CH2:27][CH2:26]3)[CH:20]=[C:21]([C:22]([NH:39][S:36]([CH3:35])(=[O:38])=[O:37])=[O:24])[C:4]=2[N:3]=1, predict the reactants needed to synthesize it. The reactants are: [CH3:1][C:2]1[N:6]([CH2:7][C:8]2[C:17]3[C:12](=[CH:13][CH:14]=[CH:15][CH:16]=3)[CH:11]=[CH:10][CH:9]=2)[C:5]2[CH:18]=[C:19]([N:25]3[CH2:30][CH2:29][O:28][CH2:27][CH2:26]3)[CH:20]=[C:21]([C:22]([OH:24])=O)[C:4]=2[N:3]=1.C(Cl)CCl.[CH3:35][S:36]([NH2:39])(=[O:38])=[O:37]. (8) Given the product [CH3:1][C@@H:2]([OH:71])[C@@H:3]1[NH:27][C:25](=[O:26])[C@H:24]([CH2:28][CH2:29][CH2:30][CH2:31][NH2:32])[NH:23][C:21](=[O:22])[C@@H:20]([CH2:33][C:34]2[C:38]3[CH:39]=[CH:40][CH:41]=[CH:42][C:37]=3[NH:36][CH:35]=2)[NH:19][C:17](=[O:18])[C@H:16]([CH2:43][C:44]2[CH:49]=[CH:48][CH:47]=[CH:46][CH:45]=2)[NH:15][C:13](=[O:14])[C@@H:12]([NH:50][C:51]([C@H:53]([NH2:61])[CH2:54][C:55]2[CH:60]=[CH:59][CH:58]=[CH:57][CH:56]=2)=[O:52])[CH2:11][S:10][S:9][CH2:8][C@@H:7]([C:62]([NH:64][C@@H:65]([C@H:68]([OH:70])[CH3:69])[CH2:66][OH:67])=[O:63])[NH:6][C:4]1=[O:5], predict the reactants needed to synthesize it. The reactants are: [CH3:1][C@@H:2]([OH:71])[C@@H:3]1[NH:27][C:25](=[O:26])[C@H:24]([CH2:28][CH2:29][CH2:30][CH2:31][NH2:32])[NH:23][C:21](=[O:22])[C@@H:20]([CH2:33][C:34]2[C:38]3[CH:39]=[CH:40][CH:41]=[CH:42][C:37]=3[NH:36][CH:35]=2)[NH:19][C:17](=[O:18])[C@H:16]([CH2:43][C:44]2[CH:45]=[CH:46][CH:47]=[CH:48][CH:49]=2)[NH:15][C:13](=[O:14])[C@@H:12]([NH:50][C:51]([C@H:53]([NH2:61])[CH2:54][C:55]2[CH:56]=[CH:57][CH:58]=[CH:59][CH:60]=2)=[O:52])[CH2:11][S:10][S:9][CH2:8][C@@H:7]([C:62]([NH:64][C@@H:65]([C@H:68]([OH:70])[CH3:69])[CH2:66][OH:67])=[O:63])[NH:6][C:4]1=[O:5].CC(O)=O.[Na]. (9) Given the product [CH:18]1([CH2:21][O:22][C:23]2[CH:28]=[C:27]([F:29])[C:26]([F:30])=[CH:25][C:24]=2[C:15]2[N:14]([CH3:17])[CH:13]=[N:12][C:11]=2[C:7]2[CH:6]=[C:5]([C:3]([OH:2])=[O:4])[CH:10]=[CH:9][N:8]=2)[CH2:19][CH2:20]1, predict the reactants needed to synthesize it. The reactants are: C[O:2][C:3]([C:5]1[CH:10]=[CH:9][N:8]=[C:7]([C:11]2[N:12]=[CH:13][N:14]([CH3:17])[C:15]=2Br)[CH:6]=1)=[O:4].[CH:18]1([CH2:21][O:22][C:23]2[CH:28]=[C:27]([F:29])[C:26]([F:30])=[CH:25][C:24]=2B2OC(C)(C)C(C)(C)O2)[CH2:20][CH2:19]1.